Task: Predict the reaction yield, written as a fraction of the theoretical maximum amount of product (1.0 means a 100% yield; for example, 0.34 means a 34% yield).. Dataset: Reaction yield outcomes from USPTO patents with 853,638 reactions The reactants are [Si:1]([O:18][CH2:19][C:20]([O:22]CC)=O)([C:14]([CH3:17])([CH3:16])[CH3:15])([C:8]1[CH:13]=[CH:12][CH:11]=[CH:10][CH:9]=1)[C:2]1[CH:7]=[CH:6][CH:5]=[CH:4][CH:3]=1.[CH2:25]([Mg]Br)[CH3:26].[Cl-].[NH4+]. The catalyst is O1CCCC1.CC(C)[O-].CC(C)[O-].CC(C)[O-].CC(C)[O-].[Ti+4]. The product is [Si:1]([O:18][CH2:19][C:20]1([OH:22])[CH2:26][CH2:25]1)([C:14]([CH3:15])([CH3:17])[CH3:16])([C:8]1[CH:9]=[CH:10][CH:11]=[CH:12][CH:13]=1)[C:2]1[CH:7]=[CH:6][CH:5]=[CH:4][CH:3]=1. The yield is 1.00.